The task is: Predict the reactants needed to synthesize the given product.. This data is from Full USPTO retrosynthesis dataset with 1.9M reactions from patents (1976-2016). (1) Given the product [Cl:14][C:6]1[N:5]2[N:9]=[CH:10][N:11]=[C:4]2[CH:3]=[C:2]([Cl:1])[N:7]=1, predict the reactants needed to synthesize it. The reactants are: [Cl:1][C:2]1[N:7]=[C:6](O)[N:5]2[N:9]=[CH:10][N:11]=[C:4]2[CH:3]=1.O=P(Cl)(Cl)[Cl:14]. (2) Given the product [NH2:21][C:20]1[C:3]2[C:2](=[N:7][C:6]([N:8]3[CH2:13][CH2:12][CH2:11][CH2:10][CH2:9]3)=[C:5]3[CH2:14][O:15][C:16]([CH3:18])([CH3:19])[CH2:17][C:4]3=2)[S:1][C:29]=1[C:30]([NH2:32])=[O:31], predict the reactants needed to synthesize it. The reactants are: [SH:1][C:2]1[N:7]=[C:6]([N:8]2[CH2:13][CH2:12][CH2:11][CH2:10][CH2:9]2)[C:5]2[CH2:14][O:15][C:16]([CH3:19])([CH3:18])[CH2:17][C:4]=2[C:3]=1[C:20]#[N:21].C(=O)([O-])[O-].[K+].[K+].Cl[CH2:29][C:30]([NH2:32])=[O:31].